Dataset: Forward reaction prediction with 1.9M reactions from USPTO patents (1976-2016). Task: Predict the product of the given reaction. (1) Given the reactants [NH2:1][CH:2]1[CH2:7][CH2:6][N:5]([CH2:8][CH2:9][N:10]2[C:15](=[O:16])[CH2:14][O:13][C:12]3[CH:17]=[CH:18][C:19]([Br:21])=[N:20][C:11]2=3)[CH2:4][CH2:3]1.[O:22]=[C:23]1[CH2:28][O:27][C:26]2[CH:29]=[CH:30][C:31]([CH:33]=O)=[N:32][C:25]=2[NH:24]1.C([BH3-])#N.[Na+], predict the reaction product. The product is: [Br:21][C:19]1[CH:18]=[CH:17][C:12]2[O:13][CH2:14][C:15](=[O:16])[N:10]([CH2:9][CH2:8][N:5]3[CH2:6][CH2:7][CH:2]([NH:1][CH2:33][C:31]4[CH:30]=[CH:29][C:26]5[O:27][CH2:28][C:23](=[O:22])[NH:24][C:25]=5[N:32]=4)[CH2:3][CH2:4]3)[C:11]=2[N:20]=1. (2) Given the reactants [C:1]([O:5][C:6](=[O:25])[NH:7][C@H:8]([C:14]([N:16]1[CH2:20][C:19]([F:22])([F:21])[C:18]([F:24])([F:23])[CH2:17]1)=[O:15])[CH2:9][CH2:10][CH2:11][CH2:12][NH2:13])([CH3:4])([CH3:3])[CH3:2].Cl[C:27](Cl)([O:29]C(=O)OC(Cl)(Cl)Cl)Cl, predict the reaction product. The product is: [C:1]([O:5][C:6](=[O:25])[NH:7][C@H:8]([C:14]([N:16]1[CH2:17][C:18]([F:23])([F:24])[C:19]([F:21])([F:22])[CH2:20]1)=[O:15])[CH2:9][CH2:10][CH2:11][CH2:12][N:13]=[C:27]=[O:29])([CH3:4])([CH3:2])[CH3:3]. (3) Given the reactants [N+:1]([C:4]1[CH:5]=[N:6][C:7]2[C:12]([C:13]=1[NH2:14])=[CH:11][CH:10]=[CH:9][CH:8]=2)([O-])=O.[N+:15]([C:18]1[CH:19]=[N:20][C:21]2[C:26]([C:27]=1[NH2:28])=[N:25][CH:24]=[CH:23][CH:22]=2)([O-])=O, predict the reaction product. The product is: [N:6]1[C:7]2[C:12](=[CH:11][CH:10]=[CH:9][CH:8]=2)[C:13]([NH2:14])=[C:4]([NH2:1])[CH:5]=1.[N:20]1[C:21]2[C:26](=[N:25][CH:24]=[CH:23][CH:22]=2)[C:27]([NH2:28])=[C:18]([NH2:15])[CH:19]=1. (4) Given the reactants [F:1][C:2]1[CH:7]=[CH:6][C:5]([CH:8]([OH:29])[CH2:9][CH2:10][N:11]2[CH2:16][CH2:15][CH:14]([C:17]3[CH:18]=[C:19]([NH:23][C:24](=[O:28])[CH:25]([CH3:27])[CH3:26])[CH:20]=[CH:21][CH:22]=3)[CH2:13][CH2:12]2)=[CH:4][CH:3]=1.[C:30]([C:33]1[CH:38]=[CH:37][CH:36]=[CH:35][C:34]=1O)(=[O:32])[CH3:31], predict the reaction product. The product is: [C:30]([C:33]1[CH:38]=[CH:37][CH:36]=[CH:35][C:34]=1[O:29][CH:8]([C:5]1[CH:4]=[CH:3][C:2]([F:1])=[CH:7][CH:6]=1)[CH2:9][CH2:10][N:11]1[CH2:16][CH2:15][CH:14]([C:17]2[CH:18]=[C:19]([NH:23][C:24](=[O:28])[CH:25]([CH3:26])[CH3:27])[CH:20]=[CH:21][CH:22]=2)[CH2:13][CH2:12]1)(=[O:32])[CH3:31]. (5) Given the reactants [CH3:1][C:2]1[CH:6]=[C:5]([CH3:7])[N:4]([C:8]2[N:13]=[C:12]([C:14]3[O:15][C:16]([CH3:19])=[CH:17][CH:18]=3)[N:11]=[C:10]([NH2:20])[CH:9]=2)[N:3]=1.[H-].[Na+].[N:23]1([C:28](Cl)=[O:29])[CH2:27][CH2:26][CH2:25][CH2:24]1, predict the reaction product. The product is: [CH3:1][C:2]1[CH:6]=[C:5]([CH3:7])[N:4]([C:8]2[N:13]=[C:12]([C:14]3[O:15][C:16]([CH3:19])=[CH:17][CH:18]=3)[N:11]=[C:10]([NH:20][C:28]([N:23]3[CH2:27][CH2:26][CH2:25][CH2:24]3)=[O:29])[CH:9]=2)[N:3]=1. (6) Given the reactants FC(F)(F)C(O)=O.[Cl:8][C:9]1[CH:14]=[CH:13][C:12]([C:15]2[N:16]=[C:17]([S:20][CH2:21][C:22]([OH:24])=O)[S:18][CH:19]=2)=[CH:11][CH:10]=1.[NH:25]1[CH2:29][CH2:28][CH2:27][CH2:26]1, predict the reaction product. The product is: [Cl:8][C:9]1[CH:10]=[CH:11][C:12]([C:15]2[N:16]=[C:17]([S:20][CH2:21][C:22]([N:25]3[CH2:29][CH2:28][CH2:27][CH2:26]3)=[O:24])[S:18][CH:19]=2)=[CH:13][CH:14]=1.